Dataset: Forward reaction prediction with 1.9M reactions from USPTO patents (1976-2016). Task: Predict the product of the given reaction. (1) Given the reactants [F:1][C:2]([F:30])([F:29])[C:3]1[CH:12]=[C:11]2[C:6]([CH:7]=[N:8][N:9]=[C:10]2[NH:13][CH2:14][C:15]([NH:17][CH:18]2[CH2:21][N:20](C(OC(C)(C)C)=O)[CH2:19]2)=[O:16])=[CH:5][CH:4]=1.FC(F)(F)C(O)=O, predict the reaction product. The product is: [NH:20]1[CH2:19][CH:18]([NH:17][C:15](=[O:16])[CH2:14][NH:13][C:10]2[C:11]3[C:6](=[CH:5][CH:4]=[C:3]([C:2]([F:1])([F:30])[F:29])[CH:12]=3)[CH:7]=[N:8][N:9]=2)[CH2:21]1. (2) Given the reactants [NH2:1][C:2]1[C:7]([CH3:8])=[CH:6][C:5]([C:9]([OH:18])([C:14]([F:17])([F:16])[F:15])[C:10]([F:13])([F:12])[F:11])=[CH:4][C:3]=1[CH2:19][CH3:20].N1C=CC=CC=1.O.[N+:28]([C:31]1[CH:32]=[C:33]([CH:37]=[CH:38][CH:39]=1)[C:34](Cl)=[O:35])([O-:30])=[O:29], predict the reaction product. The product is: [CH2:19]([C:3]1[CH:4]=[C:5]([C:9]([OH:18])([C:10]([F:11])([F:12])[F:13])[C:14]([F:15])([F:16])[F:17])[CH:6]=[C:7]([CH3:8])[C:2]=1[NH:1][C:34](=[O:35])[C:33]1[CH:37]=[CH:38][CH:39]=[C:31]([N+:28]([O-:30])=[O:29])[CH:32]=1)[CH3:20]. (3) Given the reactants [O:1]=[S:2]1(=[O:26])[CH2:7][CH2:6][N:5]([C:8]2[N:9]=[C:10]([C:19]3[CH:24]=[CH:23][C:22]([CH3:25])=[CH:21][CH:20]=3)[C:11]3[CH2:17][CH2:16][NH:15][CH2:14][CH2:13][C:12]=3[N:18]=2)[CH2:4][CH2:3]1.IC.[CH2:29](N(C(C)C)C(C)C)C, predict the reaction product. The product is: [O:26]=[S:2]1(=[O:1])[CH2:3][CH2:4][N:5]([C:8]2[N:9]=[C:10]([C:19]3[CH:24]=[CH:23][C:22]([CH3:25])=[CH:21][CH:20]=3)[C:11]3[CH2:17][CH2:16][N:15]([CH3:29])[CH2:14][CH2:13][C:12]=3[N:18]=2)[CH2:6][CH2:7]1.